From a dataset of Retrosynthesis with 50K atom-mapped reactions and 10 reaction types from USPTO. Predict the reactants needed to synthesize the given product. The reactants are: Cc1ccc(S(=O)(=O)N2CCC[C@H]2C(=O)O)cc1.N[C@@H](Cc1ccccc1)C(=O)O. Given the product Cc1ccc(S(=O)(=O)N2CCC[C@H]2C(=O)N[C@@H](Cc2ccccc2)C(=O)O)cc1, predict the reactants needed to synthesize it.